This data is from Retrosynthesis with 50K atom-mapped reactions and 10 reaction types from USPTO. The task is: Predict the reactants needed to synthesize the given product. (1) Given the product COc1cc(C)nc(NC(=O)NS(=O)(=O)c2cccc(NC(=O)OC(C)C)c2)n1, predict the reactants needed to synthesize it. The reactants are: COc1cc(C)nc(N)n1.COc1cc(C)nc(NC(=O)NS(=O)(=O)c2cccc(N=C=O)c2)n1. (2) Given the product NCc1ccccc1-c1ccccc1C(=O)O, predict the reactants needed to synthesize it. The reactants are: O=C(O)c1ccccc1-c1ccccc1CN1C(=O)c2ccccc2C1=O. (3) Given the product Cc1cc(-c2nc3cc(Br)cnc3[nH]2)ccn1, predict the reactants needed to synthesize it. The reactants are: Cc1cc(C(=O)O)ccn1.Nc1cc(Br)cnc1N. (4) Given the product CCC(NC(=O)C(F)F)c1ccc(Cl)c2nc3n(c12)CCCN3c1ccc(Cl)cc1Cl, predict the reactants needed to synthesize it. The reactants are: CCC(N)c1ccc(Cl)c2nc3n(c12)CCCN3c1ccc(Cl)cc1Cl.O=C(O)C(F)F. (5) Given the product COc1ccc(C2=NN(C3CCN(C(=O)[C@H](N)Cc4ccc(F)cc4)CC3)C(=O)C(C)(C)C2)cc1OC, predict the reactants needed to synthesize it. The reactants are: COc1ccc(C2=NN(C3CCN(C(=O)[C@@H](Cc4ccc(F)cc4)NC(=O)OC(C)(C)C)CC3)C(=O)C(C)(C)C2)cc1OC. (6) Given the product O=[N+]([O-])c1cc(Br)ccc1NCC1(O)CCCC1, predict the reactants needed to synthesize it. The reactants are: NCC1(O)CCCC1.O=[N+]([O-])c1cc(Br)ccc1Br.